Dataset: Full USPTO retrosynthesis dataset with 1.9M reactions from patents (1976-2016). Task: Predict the reactants needed to synthesize the given product. (1) Given the product [CH3:20][O:19][C:16]1[CH:17]=[CH:18][C:13]([CH2:12][N:8]2[C:9]3[N:10]=[CH:11][C:2]([CH2:37][CH2:36][NH:35][C:33](=[O:34])[O:32][CH2:25][C:26]4[CH:31]=[CH:30][CH:29]=[CH:28][CH:27]=4)=[CH:3][C:4]=3[C:5]3=[N:24][CH:23]=[N:22][N:6]3[C:7]2=[O:21])=[CH:14][CH:15]=1, predict the reactants needed to synthesize it. The reactants are: Br[C:2]1[CH:11]=[N:10][C:9]2[N:8]([CH2:12][C:13]3[CH:18]=[CH:17][C:16]([O:19][CH3:20])=[CH:15][CH:14]=3)[C:7](=[O:21])[N:6]3[N:22]=[CH:23][N:24]=[C:5]3[C:4]=2[CH:3]=1.[CH2:25]([O:32][C:33]([NH:35][CH2:36][CH2:37][B-](F)(F)F)=[O:34])[C:26]1[CH:31]=[CH:30][CH:29]=[CH:28][CH:27]=1.[K+].C(=O)([O-])[O-].[Cs+].[Cs+].C1(C)C=CC=CC=1. (2) Given the product [C:11]([O:21][CH:20]1[CH2:18][CH2:25][CH2:24][CH2:23][CH2:22][CH2:19]1)(=[O:10])[CH3:12], predict the reactants needed to synthesize it. The reactants are: C1CCCCCC1.N([O:10][C:11](C)(C)[CH3:12])=O.ON1[C:20](=[O:21])[C:19]2=[CH:22][CH:23]=[CH:24][CH:25]=[C:18]2C1=O.C1(=NO)CCCCCC1.[N+](C1CCCCCC1)([O-])=O.C1(=O)CCCCCC1. (3) The reactants are: [C:1](OC(=O)[O-])(C)(C)C.C(Br)C1C=CC=CC=1.[OH:17][C@@H:18]1[C@H:23]([OH:24])[C@@H:22]([O:25][CH3:26])[C:21]([CH3:28])([CH3:27])[O:20][C@H:19]1[O:29][C:30]1[C:39]([CH3:40])=[C:38]2[C:33]([CH:34]=[C:35]([NH:42][C:43]([C:45]3[CH:46]=[C:47]([C:53]4[CH:58]=[CH:57][CH:56]=[C:55](C)[CH:54]=4)[C:48]([O:51][CH3:52])=[CH:49][CH:50]=3)=[O:44])[C:36](=[O:41])[O:37]2)=[CH:32][CH:31]=1.COC1C=CC(CN)=CC=1. Given the product [OH:17][C@@H:18]1[C@H:23]([OH:24])[C@@H:22]([O:25][CH3:26])[C:21]([CH3:28])([CH3:27])[O:20][C@H:19]1[O:29][C:30]1[C:39]([CH3:40])=[C:38]2[C:33]([CH:34]=[C:35]([NH:42][C:43]([C:45]3[CH:46]=[C:47]([C:53]4[CH:54]=[CH:55][C:56]([CH3:1])=[CH:57][CH:58]=4)[C:48]([O:51][CH3:52])=[CH:49][CH:50]=3)=[O:44])[C:36](=[O:41])[O:37]2)=[CH:32][CH:31]=1, predict the reactants needed to synthesize it. (4) The reactants are: [C:1]1([CH3:13])[CH:6]=[CH:5][CH:4]=[CH:3][C:2]=1[C:7]1[CH:12]=[CH:11][CH:10]=[CH:9][N:8]=1.C(O[CH:18]=[CH:19][C:20]1[CH:25]=[CH:24][CH:23]=[CH:22][CH:21]=1)(=O)C.O1CCOCC1.CCCCCC. Given the product [CH3:13][C:1]1[CH:6]=[CH:5][CH:4]=[C:3]([CH:18]=[CH:19][C:20]2[CH:25]=[CH:24][CH:23]=[CH:22][CH:21]=2)[C:2]=1[C:7]1[CH:12]=[CH:11][CH:10]=[CH:9][N:8]=1, predict the reactants needed to synthesize it. (5) The reactants are: [Cl:1][C:2]1[CH:37]=[CH:36][C:5]([O:6][C:7]2[CH:8]=[C:9]([NH:29][CH2:30][CH2:31][C:32]([F:35])([F:34])[F:33])[C:10]3[N:11]([C:13]([C:16]4[CH:27]=[CH:26][C:19]([C:20](NC5CC5)=[O:21])=[C:18]([CH3:28])[CH:17]=4)=[CH:14][N:15]=3)[N:12]=2)=[CH:4][CH:3]=1.Br.[OH2:39]. Given the product [Cl:1][C:2]1[CH:37]=[CH:36][C:5]([O:6][C:7]2[CH:8]=[C:9]([NH:29][CH2:30][CH2:31][C:32]([F:33])([F:35])[F:34])[C:10]3[N:11]([C:13]([C:16]4[CH:27]=[CH:26][C:19]([C:20]([OH:21])=[O:39])=[C:18]([CH3:28])[CH:17]=4)=[CH:14][N:15]=3)[N:12]=2)=[CH:4][CH:3]=1, predict the reactants needed to synthesize it. (6) The reactants are: [NH:1]1[C:5]2=[CH:6][N:7]=[C:8]([C:10]([O:12]C)=O)[CH:9]=[C:4]2[CH:3]=[N:2]1.[Li+].[OH-].Cl.Cl.[CH3:18][NH:19][OH:20].C(N([CH2:26][CH3:27])CC)C.CN(C(ON1N=N[C:38]2[CH:39]=[CH:40][CH:41]=N[C:37]1=2)=[N+](C)C)C.[F:45][P-](F)(F)(F)(F)F. Given the product [F:45][C:41]1[CH:40]=[CH:39][C:38]([CH2:37][N:1]2[C:5]3=[CH:6][N:7]=[C:8]([C:10]([N:19]([OH:20])[CH3:18])=[O:12])[CH:9]=[C:4]3[CH:3]=[N:2]2)=[CH:27][CH:26]=1, predict the reactants needed to synthesize it. (7) Given the product [CH:1]1([O:6][C:7](=[O:33])[C@@H:8]([NH:25][C:26]([O:28][C:29]([CH3:32])([CH3:31])[CH3:30])=[O:27])[CH2:9][CH2:10][O:11][C:12]2[CH:21]=[C:20]3[C:15]([C:16]([S:34][C:35]4[CH:36]=[CH:37][C:38]([NH:41][C:42](=[O:49])[C:43]5[CH:48]=[CH:47][CH:46]=[CH:45][CH:44]=5)=[CH:39][CH:40]=4)=[CH:17][CH:18]=[N:19]3)=[CH:14][C:13]=2[O:23][CH3:24])[CH2:5][CH2:4][CH2:3][CH2:2]1, predict the reactants needed to synthesize it. The reactants are: [CH:1]1([O:6][C:7](=[O:33])[C@@H:8]([NH:25][C:26]([O:28][C:29]([CH3:32])([CH3:31])[CH3:30])=[O:27])[CH2:9][CH2:10][O:11][C:12]2[CH:21]=[C:20]3[C:15]([C:16](Cl)=[CH:17][CH:18]=[N:19]3)=[CH:14][C:13]=2[O:23][CH3:24])[CH2:5][CH2:4][CH2:3][CH2:2]1.[SH:34][C:35]1[CH:40]=[CH:39][C:38]([NH:41][C:42](=[O:49])[C:43]2[CH:48]=[CH:47][CH:46]=[CH:45][CH:44]=2)=[CH:37][CH:36]=1.C(N(C(C)C)CC)(C)C.